From a dataset of Reaction yield outcomes from USPTO patents with 853,638 reactions. Predict the reaction yield, written as a fraction of the theoretical maximum amount of product (1.0 means a 100% yield; for example, 0.34 means a 34% yield). (1) The reactants are Br[C:2]1[CH:3]=[N:4][C:5]([O:8][CH3:9])=[N:6][CH:7]=1.[CH3:10][O:11][C:12]1[CH:17]=[CH:16][C:15]([NH2:18])=[CH:14][CH:13]=1. No catalyst specified. The product is [CH3:9][O:8][C:5]1[N:4]=[CH:3][C:2]([NH:18][C:15]2[CH:16]=[CH:17][C:12]([O:11][CH3:10])=[CH:13][CH:14]=2)=[CH:7][N:6]=1. The yield is 0.180. (2) The reactants are [CH3:1][N:2]([CH3:28])[C@@H:3]1[CH2:7][CH2:6][N:5]([C:8]2[CH:17]=[C:16]3[C:11]([C:12](=[O:26])[N:13]([CH2:18][O:19][C:20](=[O:25])[C:21]([CH3:24])([CH3:23])[CH3:22])[CH:14]=[N:15]3)=[C:10]([OH:27])[CH:9]=2)[CH2:4]1.O[CH:30]1[CH2:35][CH2:34][N:33]([CH3:36])[CH2:32][CH2:31]1.C1(P(C2C=CC=CC=2)C2C=CC=CC=2)C=CC=CC=1.N(C(OC(C)(C)C)=O)=NC(OC(C)(C)C)=O. The catalyst is C(Cl)Cl. The product is [CH3:28][N:2]([CH3:1])[C@@H:3]1[CH2:7][CH2:6][N:5]([C:8]2[CH:17]=[C:16]3[C:11]([C:12](=[O:26])[N:13]([CH2:18][O:19][C:20](=[O:25])[C:21]([CH3:23])([CH3:24])[CH3:22])[CH:14]=[N:15]3)=[C:10]([O:27][CH:30]3[CH2:35][CH2:34][N:33]([CH3:36])[CH2:32][CH2:31]3)[CH:9]=2)[CH2:4]1. The yield is 0.770. (3) The reactants are [CH3:1][O:2][C:3](=[O:12])[C:4]1[CH:9]=[CH:8][C:7]([OH:10])=[CH:6][C:5]=1[OH:11].C(=O)([O-])[O-].[K+].[K+].[CH2:19](Br)[CH:20]=[CH2:21]. The catalyst is CC(C)=O. The product is [CH3:1][O:2][C:3](=[O:12])[C:4]1[CH:9]=[CH:8][C:7]([O:10][CH2:21][CH:20]=[CH2:19])=[CH:6][C:5]=1[OH:11]. The yield is 0.770. (4) The reactants are [CH3:1][O:2][C:3]1[CH:8]=[CH:7][CH:6]=[CH:5][C:4]=1[CH:9]1[CH2:11][O:10]1.[OH:12][C:13]1[CH:20]=[CH:19][C:16]([CH:17]=[O:18])=[CH:15][CH:14]=1.[OH-].[Na+]. The catalyst is C1(C)C=CC=CC=1. The product is [OH:10][CH:9]([C:4]1[CH:5]=[CH:6][CH:7]=[CH:8][C:3]=1[O:2][CH3:1])[CH2:11][O:12][C:13]1[CH:20]=[CH:19][C:16]([CH:17]=[O:18])=[CH:15][CH:14]=1. The yield is 0.200. (5) The reactants are [NH2:1][CH:2]([CH3:13])[C:3]([N:5]1[CH2:10][CH2:9][S:8](=[O:12])(=[O:11])[CH2:7][CH2:6]1)=O. The catalyst is C1COCC1. The product is [O:12]=[S:8]1(=[O:11])[CH2:9][CH2:10][N:5]([CH2:3][C@@H:2]([NH2:1])[CH3:13])[CH2:6][CH2:7]1. The yield is 0.900. (6) The reactants are [CH3:1][C:2]1[CH:8]=[CH:7][C:6]([N+:9]([O-:11])=[O:10])=[CH:5][C:3]=1[NH2:4].N1C=CC=CC=1.[Cl:18][CH2:19][C:20](Cl)=[O:21]. The catalyst is C(Cl)Cl. The product is [Cl:18][CH2:19][C:20]([NH:4][C:3]1[CH:5]=[C:6]([N+:9]([O-:11])=[O:10])[CH:7]=[CH:8][C:2]=1[CH3:1])=[O:21]. The yield is 0.720. (7) The reactants are COC1C=CC([N:9]([C:14](=O)[C:15]2[CH:20]=[C:19]([CH:21]([CH3:23])[CH3:22])[C:18]([O:24][CH2:25][O:26][CH3:27])=[CH:17][C:16]=2[O:28][CH2:29][O:30][CH3:31])[NH:10][C:11]([NH2:13])=[S:12])=CC=1.[Cl-].[NH4+]. The catalyst is [OH-].[Na+]. The product is [CH:21]([C:19]1[C:18]([O:24][CH2:25][O:26][CH3:27])=[CH:17][C:16]([O:28][CH2:29][O:30][CH3:31])=[C:15]([C:14]2[N:13]([C:15]3[CH:20]=[CH:19][C:18]([O:24][CH3:25])=[CH:17][CH:16]=3)[C:11](=[S:12])[NH:10][N:9]=2)[CH:20]=1)([CH3:23])[CH3:22]. The yield is 0.854.